Dataset: Peptide-MHC class II binding affinity with 134,281 pairs from IEDB. Task: Regression. Given a peptide amino acid sequence and an MHC pseudo amino acid sequence, predict their binding affinity value. This is MHC class II binding data. (1) The peptide sequence is NFFRMVISNPAAT. The MHC is DRB1_0401 with pseudo-sequence DRB1_0401. The binding affinity (normalized) is 0.778. (2) The peptide sequence is ACMAKQSQTPLNDVV. The MHC is DRB1_0101 with pseudo-sequence DRB1_0101. The binding affinity (normalized) is 0.